From a dataset of Full USPTO retrosynthesis dataset with 1.9M reactions from patents (1976-2016). Predict the reactants needed to synthesize the given product. (1) Given the product [Cl:1][C:2]1[N:3]=[CH:4][N:5]([C:16]2[CH:17]=[CH:18][C:19]([S:22]([NH:25][P:26](=[O:27])([O-:28])[O-:29])(=[O:23])=[O:24])=[CH:20][CH:21]=2)[C:6]=1[C:7]1[CH:12]=[CH:11][C:10]([O:13][CH3:14])=[C:9]([F:15])[CH:8]=1.[Na+:31].[Na+:31].[Na+:31], predict the reactants needed to synthesize it. The reactants are: [Cl:1][C:2]1[N:3]=[CH:4][N:5]([C:16]2[CH:21]=[CH:20][C:19]([S:22]([NH:25][P:26](=[O:29])([OH:28])[OH:27])(=[O:24])=[O:23])=[CH:18][CH:17]=2)[C:6]=1[C:7]1[CH:12]=[CH:11][C:10]([O:13][CH3:14])=[C:9]([F:15])[CH:8]=1.[OH-].[Na+:31]. (2) Given the product [CH3:1][C:2]([CH3:28])([CH3:27])[C@H:3]([NH:8][C:9]([C:11]1[N:12]=[C:13]([C:21]2[CH:22]=[CH:23][CH:24]=[CH:25][CH:26]=2)[N:14]2[CH2:19][CH2:18][N:17]([CH3:20])[CH2:16][C:15]=12)=[O:10])[C:4]([OH:6])=[O:5], predict the reactants needed to synthesize it. The reactants are: [CH3:1][C:2]([CH3:28])([CH3:27])[C@H:3]([NH:8][C:9]([C:11]1[N:12]=[C:13]([C:21]2[CH:26]=[CH:25][CH:24]=[CH:23][CH:22]=2)[N:14]2[CH2:19][CH2:18][N:17]([CH3:20])[CH2:16][C:15]=12)=[O:10])[C:4]([O:6]C)=[O:5].N. (3) Given the product [CH2:1]([O:3][C:4]([C@H:6]1[CH2:11][CH2:10][C@@H:9]([N:12]2[C:16]3[N:17]=[CH:18][N:19]=[C:20]([NH2:21])[C:15]=3[C:14]([C:33]3[CH:32]=[C:31]4[C:36]([CH:37]=[CH:38][C:29]([C:23]5[CH:28]=[CH:27][CH:26]=[CH:25][CH:24]=5)=[N:30]4)=[CH:35][CH:34]=3)=[CH:13]2)[CH2:8][CH2:7]1)=[O:5])[CH3:2], predict the reactants needed to synthesize it. The reactants are: [CH2:1]([O:3][C:4]([C@H:6]1[CH2:11][CH2:10][C@@H:9]([N:12]2[C:16]3[N:17]=[CH:18][N:19]=[C:20]([NH2:21])[C:15]=3[C:14](I)=[CH:13]2)[CH2:8][CH2:7]1)=[O:5])[CH3:2].[C:23]1([C:29]2[CH:38]=[CH:37][C:36]3[C:31](=[CH:32][C:33](B4OC(C)(C)C(C)(C)O4)=[CH:34][CH:35]=3)[N:30]=2)[CH:28]=[CH:27][CH:26]=[CH:25][CH:24]=1.C([O-])([O-])=O.[Na+].[Na+].N#N. (4) Given the product [C:26]([C:27]1[N:29]=[C:8]([NH2:9])[C:7]2[CH:6]=[C:5]([C:10]3[CH:11]=[CH:12][C:13]([Cl:16])=[CH:14][CH:15]=3)[C:4]([C:17]3[CH:22]=[CH:21][CH:20]=[CH:19][C:18]=3[Cl:23])=[N:3][C:2]=2[N:28]=1)([CH3:31])([CH3:30])[CH3:25], predict the reactants needed to synthesize it. The reactants are: Cl[C:2]1[C:7]([C:8]#[N:9])=[CH:6][C:5]([C:10]2[CH:15]=[CH:14][C:13]([Cl:16])=[CH:12][CH:11]=2)=[C:4]([C:17]2[CH:22]=[CH:21][CH:20]=[CH:19][C:18]=2[Cl:23])[N:3]=1.Cl.[CH3:25][C:26]([CH3:31])([CH3:30])[C:27](=[NH:29])[NH2:28].CN(C=O)C.C1CCN2C(=NCCC2)CC1. (5) Given the product [CH3:28][O:29][C:30](=[O:39])[C:31]1[CH:36]=[CH:35][C:34]([O:15][CH2:14][CH:13]([N:12]2[C:11]3[CH:22]=[C:23]([F:27])[C:24]([F:26])=[CH:25][C:10]=3[N:9]=[C:8]2[C:5]2[CH:6]=[CH:7][C:2]([Cl:1])=[CH:3][CH:4]=2)[CH:16]2[CH2:17][CH2:18][CH2:19][CH2:20][CH2:21]2)=[C:33]([CH3:38])[CH:32]=1, predict the reactants needed to synthesize it. The reactants are: [Cl:1][C:2]1[CH:7]=[CH:6][C:5]([C:8]2[N:12]([CH:13]([CH:16]3[CH2:21][CH2:20][CH2:19][CH2:18][CH2:17]3)[CH2:14][OH:15])[C:11]3[CH:22]=[C:23]([F:27])[C:24]([F:26])=[CH:25][C:10]=3[N:9]=2)=[CH:4][CH:3]=1.[CH3:28][O:29][C:30](=[O:39])[C:31]1[CH:36]=[CH:35][C:34](O)=[C:33]([CH3:38])[CH:32]=1.N(C(OC(C)(C)C)=O)=NC(OC(C)(C)C)=O. (6) Given the product [ClH:34].[CH2:1]1[C:7]2[C:8]3[CH:14]=[CH:13][C:12]([N:15]4[CH:20]=[CH:19][C:18]([O:21][CH2:22][C:23]5[CH:28]=[CH:27][CH:26]=[C:25]([C:29]([F:31])([F:32])[F:30])[N:24]=5)=[CH:17][C:16]4=[O:33])=[CH:11][C:9]=3[O:10][C:6]=2[CH2:5][CH2:4][CH2:3][NH:2]1, predict the reactants needed to synthesize it. The reactants are: [CH2:1]1[C:7]2[C:8]3[CH:14]=[CH:13][C:12]([N:15]4[CH:20]=[CH:19][C:18]([O:21][CH2:22][C:23]5[CH:28]=[CH:27][CH:26]=[C:25]([C:29]([F:32])([F:31])[F:30])[N:24]=5)=[CH:17][C:16]4=[O:33])=[CH:11][C:9]=3[O:10][C:6]=2[CH2:5][CH2:4][CH2:3][NH:2]1.[ClH:34].CCOCC. (7) Given the product [CH3:43][C:37]1[CH:38]=[C:39]([CH3:42])[CH:40]=[CH:41][C:36]=1[O:35][CH2:34][C@H:33]([OH:44])[CH2:32][NH:31][C:2]1[CH:7]=[CH:6][NH:5][C:4](=[O:8])[C:3]=1[C:9]1[NH:10][C:11]2[C:19]([N:20]=1)=[CH:18][C:17]1[C:16](=[O:21])[N:15]([CH:22]3[CH2:27][CH2:26][N:25]([CH2:28][CH3:29])[CH2:24][CH2:23]3)[C:14](=[O:30])[C:13]=1[CH:12]=2, predict the reactants needed to synthesize it. The reactants are: Cl[C:2]1[CH:7]=[CH:6][NH:5][C:4](=[O:8])[C:3]=1[C:9]1[NH:10][C:11]2[C:19]([N:20]=1)=[CH:18][C:17]1[C:16](=[O:21])[N:15]([CH:22]3[CH2:27][CH2:26][N:25]([CH2:28][CH3:29])[CH2:24][CH2:23]3)[C:14](=[O:30])[C:13]=1[CH:12]=2.[NH2:31][CH2:32][C@@H:33]([OH:44])[CH2:34][O:35][C:36]1[CH:41]=[CH:40][C:39]([CH3:42])=[CH:38][C:37]=1[CH3:43].CCN(CC)CC.